From a dataset of Forward reaction prediction with 1.9M reactions from USPTO patents (1976-2016). Predict the product of the given reaction. (1) Given the reactants [O:1]1[C:5]2[CH:6]=[CH:7][CH:8]=[CH:9][C:4]=2[CH:3]=[C:2]1[C:10]1[CH:11]=[C:12]2[C:17](=[CH:18][CH:19]=1)[N:16]=[C:15]([C:20]([F:23])([F:22])[F:21])[CH:14]=[C:13]2[OH:24].C([O-])([O-])=O.[Cs+].[Cs+].Br[CH2:32][C:33]#[N:34], predict the reaction product. The product is: [O:1]1[C:5]2[CH:6]=[CH:7][CH:8]=[CH:9][C:4]=2[CH:3]=[C:2]1[C:10]1[CH:11]=[C:12]2[C:17](=[CH:18][CH:19]=1)[N:16]=[C:15]([C:20]([F:22])([F:21])[F:23])[CH:14]=[C:13]2[O:24][CH2:32][C:33]#[N:34]. (2) Given the reactants [CH3:1][C:2]1([CH3:13])[O:11][C:10]2[C:5](=[CH:6][N:7]=[CH:8][CH:9]=2)[CH:4]2[O:12][CH:3]12.[Cl:14][C:15]1[CH:20]=[CH:19][C:18]([C:21]2[NH:25][CH:24]=[N:23][CH:22]=2)=[CH:17][CH:16]=1, predict the reaction product. The product is: [Cl:14][C:15]1[CH:16]=[CH:17][C:18]([C:21]2[N:25]([CH:4]3[C:5]4[CH:6]=[N:7][CH:8]=[CH:9][C:10]=4[O:11][C:2]([CH3:13])([CH3:1])[CH:3]3[OH:12])[CH:24]=[N:23][CH:22]=2)=[CH:19][CH:20]=1. (3) Given the reactants Cl[C:2]1[N:7]=[C:6]([NH:8][C:9]2[CH:13]=[C:12]([CH3:14])[NH:11][N:10]=2)[CH:5]=[CH:4][N:3]=1.Cl.O1CCCCC1[N:22]1[C:26]2[CH:27]=[CH:28][C:29]([C@@H:31]([NH2:33])[CH3:32])=[CH:30][C:25]=2[N:24]=[CH:23]1, predict the reaction product. The product is: [NH:22]1[C:26]2[CH:27]=[CH:28][C:29]([C@@H:31]([NH:33][C:2]3[N:7]=[C:6]([NH:8][C:9]4[CH:13]=[C:12]([CH3:14])[NH:11][N:10]=4)[CH:5]=[CH:4][N:3]=3)[CH3:32])=[CH:30][C:25]=2[N:24]=[CH:23]1. (4) Given the reactants [Br:1][C:2]1[CH:15]=[CH:14][C:13]2[C:12]3[C:7](=[CH:8][C:9]([Br:16])=[CH:10][CH:11]=3)[CH:6](O)[C:5](C)([CH3:18])[C:4]=2[CH:3]=1.II.Br.[C:23](O)(=O)C, predict the reaction product. The product is: [Br:16][C:9]1[CH:10]=[CH:11][C:12]2[C:13]3[C:4](=[CH:3][C:2]([Br:1])=[CH:15][CH:14]=3)[C:5]([CH3:18])=[C:6]([CH3:23])[C:7]=2[CH:8]=1. (5) Given the reactants [Cl:1][C:2]1[CH:3]=[CH:4][C:5]2[N:15]3[CH:16]=[CH:17][CH:18]=[C:14]3[C:8]3([CH2:13][CH2:12][NH:11][CH2:10][CH2:9]3)[O:7][C:6]=2[CH:19]=1.[F:20][C:21]1[CH:29]=[CH:28][C:27]([O:30][CH3:31])=[CH:26][C:22]=1[C:23](O)=[O:24].CCN=C=NCCCN(C)C.CCN(CC)CC, predict the reaction product. The product is: [Cl:1][C:2]1[CH:3]=[CH:4][C:5]2[N:15]3[CH:16]=[CH:17][CH:18]=[C:14]3[C:8]3([CH2:13][CH2:12][N:11]([C:23]([C:22]4[CH:26]=[C:27]([O:30][CH3:31])[CH:28]=[CH:29][C:21]=4[F:20])=[O:24])[CH2:10][CH2:9]3)[O:7][C:6]=2[CH:19]=1.